This data is from Reaction yield outcomes from USPTO patents with 853,638 reactions. The task is: Predict the reaction yield, written as a fraction of the theoretical maximum amount of product (1.0 means a 100% yield; for example, 0.34 means a 34% yield). The reactants are [CH2:1]([O:8][C:9]1[C:14]([O:15][CH3:16])=[CH:13][CH:12]=[CH:11][C:10]=1[CH2:17][CH:18]([OH:21])[CH2:19][OH:20])[C:2]1[CH:7]=[CH:6][CH:5]=[CH:4][CH:3]=1.[Si:22](Cl)([C:25]([CH3:28])([CH3:27])[CH3:26])([CH3:24])[CH3:23].C(N(CC)CC)C. The catalyst is CN(C)C=O.CN(C)C1C=CN=CC=1. The product is [CH2:1]([O:8][C:9]1[C:14]([O:15][CH3:16])=[CH:13][CH:12]=[CH:11][C:10]=1[CH2:17][CH:18]([OH:21])[CH2:19][O:20][Si:22]([C:25]([CH3:28])([CH3:27])[CH3:26])([CH3:24])[CH3:23])[C:2]1[CH:3]=[CH:4][CH:5]=[CH:6][CH:7]=1. The yield is 0.830.